The task is: Regression/Classification. Given a drug SMILES string, predict its absorption, distribution, metabolism, or excretion properties. Task type varies by dataset: regression for continuous measurements (e.g., permeability, clearance, half-life) or binary classification for categorical outcomes (e.g., BBB penetration, CYP inhibition). Dataset: cyp2d6_veith.. This data is from CYP2D6 inhibition data for predicting drug metabolism from PubChem BioAssay. (1) The drug is C=CCn1c(SCc2ccc3c(c2)OCO3)nc2scc(-c3ccco3)c2c1=O. The result is 0 (non-inhibitor). (2) The compound is O=c1n(CCCN2CCN(c3cccc(Cl)c3)CC2)nc2ccccn12. The result is 0 (non-inhibitor). (3) The compound is C[C@@H](C(=O)Nc1ccc2ccccc2c1)[C@@H]1C[C@@]1(C)[C@@H](NC(=O)c1cnccn1)c1ccccc1. The result is 0 (non-inhibitor). (4) The compound is Oc1ccc2c3c1O[C@H]1[C@@H](O)CC[C@]4(O)[C@H](C2)N(CC2CCC2)CC[C@@]314. The result is 0 (non-inhibitor). (5) The drug is O=C(Oc1ccccc1)N1CCC[C@@]2(CCN(Cc3nccs3)C2)C1. The result is 0 (non-inhibitor). (6) The compound is O=C(/C=C1\NCC2c3ccccc3CCN2C1=O)c1ccccc1. The result is 0 (non-inhibitor). (7) The compound is O=c1c(-c2nc3ccccc3s2)cccn1Cc1ccc(Cl)cc1. The result is 0 (non-inhibitor). (8) The compound is CCCCOc1ccc(C(=O)N/C(=C\c2cccc([N+](=O)[O-])c2)C(=O)OCCC)cc1. The result is 0 (non-inhibitor).